This data is from Forward reaction prediction with 1.9M reactions from USPTO patents (1976-2016). The task is: Predict the product of the given reaction. (1) Given the reactants I[C:2]1[C:10]2[C:5](=[N:6][C:7]([CH3:14])=[C:8]([CH2:12][CH3:13])[C:9]=2[CH3:11])[S:4][C:3]=1[C:15]([O:17][CH3:18])=[O:16].[C:19]([Cu])#[N:20], predict the reaction product. The product is: [C:19]([C:2]1[C:10]2[C:5](=[N:6][C:7]([CH3:14])=[C:8]([CH2:12][CH3:13])[C:9]=2[CH3:11])[S:4][C:3]=1[C:15]([O:17][CH3:18])=[O:16])#[N:20]. (2) Given the reactants [OH:1][C:2]1[CH:9]=[CH:8][C:5]([CH:6]=[CH2:7])=[CH:4][CH:3]=1.[Cl:10][CH2:11][C:12](Cl)=[O:13].CCN(CC)CC, predict the reaction product. The product is: [Cl:10][CH2:11][C:12]([O:1][C:2]1[CH:9]=[CH:8][C:5]([CH:6]=[CH2:7])=[CH:4][CH:3]=1)=[O:13]. (3) Given the reactants [CH3:1][C:2]1([CH3:23])[C:7]2[CH:8]=[C:9]([C:12]3[CH:13]=[C:14]([C:17]#[N:18])[S:15][CH:16]=3)[CH:10]=[CH:11][C:6]=2[NH:5][CH:4]([C:19]([F:22])([F:21])[F:20])[O:3]1.[H-].[Na+].[C:26](Cl)(=[O:28])[CH3:27], predict the reaction product. The product is: [C:26]([N:5]1[C:6]2[CH:11]=[CH:10][C:9]([C:12]3[CH:13]=[C:14]([C:17]#[N:18])[S:15][CH:16]=3)=[CH:8][C:7]=2[C:2]([CH3:23])([CH3:1])[O:3][CH:4]1[C:19]([F:22])([F:20])[F:21])(=[O:28])[CH3:27]. (4) Given the reactants [Li+].[OH-].[Cl:3][C:4]1[CH:38]=[CH:37][CH:36]=[C:35]([Cl:39])[C:5]=1[C:6]([NH:8][C@H:9]([C:31]([O:33]C)=[O:32])[CH2:10][C:11]1[CH:16]=[CH:15][C:14]([C:17]([NH:19][CH2:20][C:21]2[CH:22]=[N:23][C:24]3[NH:25][CH2:26][CH2:27][CH2:28][C:29]=3[CH:30]=2)=[O:18])=[CH:13][CH:12]=1)=[O:7], predict the reaction product. The product is: [Cl:3][C:4]1[CH:38]=[CH:37][CH:36]=[C:35]([Cl:39])[C:5]=1[C:6]([NH:8][C@H:9]([C:31]([OH:33])=[O:32])[CH2:10][C:11]1[CH:12]=[CH:13][C:14]([C:17]([NH:19][CH2:20][C:21]2[CH:22]=[N:23][C:24]3[NH:25][CH2:26][CH2:27][CH2:28][C:29]=3[CH:30]=2)=[O:18])=[CH:15][CH:16]=1)=[O:7]. (5) Given the reactants [Cl:1][C:2]1[C:3]([I:15])=[CH:4][C:5]2[N:9]=[C:8]([S:10]([CH3:13])(=[O:12])=[O:11])[NH:7][C:6]=2[CH:14]=1.[H-].[Na+].Br[CH2:19][C:20]1[CH:25]=[CH:24][C:23]([C:26]2[CH:31]=[CH:30][CH:29]=[CH:28][CH:27]=2)=[CH:22][CH:21]=1, predict the reaction product. The product is: [C:23]1([C:26]2[CH:27]=[CH:28][CH:29]=[CH:30][CH:31]=2)[CH:22]=[CH:21][C:20]([CH2:19][N:7]2[C:6]3[CH:14]=[C:2]([Cl:1])[C:3]([I:15])=[CH:4][C:5]=3[N:9]=[C:8]2[S:10]([CH3:13])(=[O:12])=[O:11])=[CH:25][CH:24]=1. (6) Given the reactants C(=O)([O-])[O-].[K+].[K+].[CH3:7][C:8]1[CH:23]=[CH:22][CH:21]=[CH:20][C:9]=1[CH2:10][NH:11][CH2:12][CH2:13][C:14]1[CH:15]=[N:16][CH:17]=[CH:18][CH:19]=1.Br[CH2:25][CH2:26][CH2:27][CH2:28][CH2:29][O:30][C:31]1[CH:32]=[C:33]2[C:38](=[CH:39][CH:40]=1)[N:37]([CH3:41])[C:36](=[O:42])[CH:35]=[CH:34]2.C(OC(=O)C)C.[ClH:49], predict the reaction product. The product is: [ClH:49].[ClH:49].[CH3:41][N:37]1[C:38]2[C:33](=[CH:32][C:31]([O:30][CH2:29][CH2:28][CH2:27][CH2:26][CH2:25][N:11]([CH2:10][C:9]3[CH:20]=[CH:21][CH:22]=[CH:23][C:8]=3[CH3:7])[CH2:12][CH2:13][C:14]3[CH:15]=[N:16][CH:17]=[CH:18][CH:19]=3)=[CH:40][CH:39]=2)[CH:34]=[CH:35][C:36]1=[O:42]. (7) Given the reactants [CH3:1][NH:2][C:3]1[CH:8]=[CH:7][CH:6]=[CH:5][C:4]=1[NH:9][C:10]([CH:12]1[CH2:17][CH2:16][N:15]([C:18]([O:20][C:21]2[CH:22]=[N:23][CH:24]=[CH:25][CH:26]=2)=[O:19])[CH2:14][CH2:13]1)=O, predict the reaction product. The product is: [CH3:1][N:2]1[C:3]2[CH:8]=[CH:7][CH:6]=[CH:5][C:4]=2[N:9]=[C:10]1[CH:12]1[CH2:17][CH2:16][N:15]([C:18]([O:20][C:21]2[CH:22]=[N:23][CH:24]=[CH:25][CH:26]=2)=[O:19])[CH2:14][CH2:13]1.